This data is from Reaction yield outcomes from USPTO patents with 853,638 reactions. The task is: Predict the reaction yield, written as a fraction of the theoretical maximum amount of product (1.0 means a 100% yield; for example, 0.34 means a 34% yield). (1) The reactants are [NH2:1][C:2]1[C:7]2[N:8]=[CH:9][N:10]([C@H:11]3[C@H:15]([OH:16])[C@H:14]([OH:17])[CH:13]=[CH:12]3)[C:6]=2[CH:5]=[CH:4][N:3]=1. The catalyst is CO.[Pd]. The product is [NH2:1][C:2]1[C:7]2[N:8]=[CH:9][N:10]([C@@H:11]3[CH2:12][CH2:13][C@@H:14]([OH:17])[C@H:15]3[OH:16])[C:6]=2[CH:5]=[CH:4][N:3]=1. The yield is 0.660. (2) The reactants are FC(F)(F)C(O)=O.[NH2:8][C:9]1[CH:14]=[CH:13][C:12]([CH:15]2[CH2:20][N:19]([CH3:21])[C:18](=[O:22])[N:17]([CH3:23])[CH2:16]2)=[CH:11][C:10]=1Br.[C:25]1(B(O)O)[CH2:31][CH2:30][CH2:29][CH2:28][CH2:27][CH:26]=1.[O-]P([O-])([O-])=O.[K+].[K+].[K+].C1(P(C2CCCCC2)C2C=CC=CC=2C2C(OC)=CC=CC=2OC)CCCCC1. The catalyst is C1(C)C=CC=CC=1.[Pd].[Pd].C(=CC(C=CC1C=CC=CC=1)=O)C1C=CC=CC=1.C(=CC(C=CC1C=CC=CC=1)=O)C1C=CC=CC=1.C(=CC(C=CC1C=CC=CC=1)=O)C1C=CC=CC=1. The product is [NH2:8][C:9]1[CH:14]=[CH:13][C:12]([CH:15]2[CH2:20][N:19]([CH3:21])[C:18](=[O:22])[N:17]([CH3:23])[CH2:16]2)=[CH:11][C:10]=1[C:25]1[CH2:31][CH2:30][CH2:29][CH2:28][CH2:27][CH:26]=1. The yield is 0.860.